The task is: Predict the reaction yield, written as a fraction of the theoretical maximum amount of product (1.0 means a 100% yield; for example, 0.34 means a 34% yield).. This data is from Reaction yield outcomes from USPTO patents with 853,638 reactions. The reactants are COC1C=C(OC)C=CC=1C[NH:6][C:7]1[CH:16]=[N:15][C:14]2[C:9](=[CH:10][C:11]([O:17][CH3:18])=[CH:12][CH:13]=2)[N:8]=1.[C:25]([OH:31])([C:27]([F:30])([F:29])[F:28])=[O:26]. The catalyst is C(Cl)Cl. The product is [F:28][C:27]([F:30])([F:29])[C:25]([OH:31])=[O:26].[CH3:18][O:17][C:11]1[CH:10]=[C:9]2[C:14]([N:15]=[CH:16][C:7]([NH2:6])=[N:8]2)=[CH:13][CH:12]=1. The yield is 0.990.